This data is from Forward reaction prediction with 1.9M reactions from USPTO patents (1976-2016). The task is: Predict the product of the given reaction. Given the reactants [CH3:1][O:2][C:3]1[CH:4]=[CH:5][C:6]2[O:11][CH2:10][CH2:9][NH:8][C:7]=2[CH:12]=1.C(=O)([O-])[O-].[K+].[K+].Br[CH2:20][C:21]#[N:22], predict the reaction product. The product is: [CH3:1][O:2][C:3]1[CH:4]=[CH:5][C:6]2[O:11][CH2:10][CH2:9][N:8]([CH2:20][C:21]#[N:22])[C:7]=2[CH:12]=1.